Dataset: Full USPTO retrosynthesis dataset with 1.9M reactions from patents (1976-2016). Task: Predict the reactants needed to synthesize the given product. (1) Given the product [CH3:10][S:11]([C:13]1[CH:18]=[CH:17][C:16]([C:2]2[N:7]=[C:6]([CH:8]=[O:9])[CH:5]=[CH:4][CH:3]=2)=[CH:15][CH:14]=1)=[O:12], predict the reactants needed to synthesize it. The reactants are: Br[C:2]1[N:7]=[C:6]([CH:8]=[O:9])[CH:5]=[CH:4][CH:3]=1.[CH3:10][S:11]([C:13]1[CH:18]=[CH:17][C:16](B(O)O)=[CH:15][CH:14]=1)=[O:12].C([O-])([O-])=O.[Na+].[Na+]. (2) The reactants are: [C:1]([O:5][C:6]([N:8]1[CH2:13][CH2:12][C@H:11]([C:14]2[CH:19]=[CH:18][CH:17]=[CH:16][CH:15]=2)[C@H:10]([C:20]([OH:22])=[O:21])[CH2:9]1)=[O:7])([CH3:4])([CH3:3])[CH3:2].Cl.[CH3:24]N(C)CCCN=C=NCC.C(N(CC)CC)C.[Cl-].[NH4+]. Given the product [C:14]1([C@H:11]2[CH2:12][CH2:13][N:8]([C:6]([O:5][C:1]([CH3:4])([CH3:2])[CH3:3])=[O:7])[CH2:9][C@H:10]2[C:20]([O:22][CH3:24])=[O:21])[CH:19]=[CH:18][CH:17]=[CH:16][CH:15]=1, predict the reactants needed to synthesize it.